From a dataset of Full USPTO retrosynthesis dataset with 1.9M reactions from patents (1976-2016). Predict the reactants needed to synthesize the given product. Given the product [CH3:1][C:2]1([CH3:16])[C:10]2[C:5](=[CH:6][C:7]([C:11]([OH:13])=[O:12])=[CH:8][CH:9]=2)[NH:4][C:3]1=[O:15], predict the reactants needed to synthesize it. The reactants are: [CH3:1][C:2]1([CH3:16])[C:10]2[C:5](=[CH:6][C:7]([C:11]([O:13]C)=[O:12])=[CH:8][CH:9]=2)[NH:4][C:3]1=[O:15].Cl.